From a dataset of Forward reaction prediction with 1.9M reactions from USPTO patents (1976-2016). Predict the product of the given reaction. (1) Given the reactants [CH2:1]([O:3][C:4]1[C:8]([CH2:9][CH2:10][C:11]([O:13][CH2:14][CH3:15])=[O:12])=[CH:7][NH:6][N:5]=1)[CH3:2].[H-].[Na+].[Cl:18][C:19]1[CH:26]=[C:25]([Cl:27])[CH:24]=[CH:23][C:20]=1[CH2:21]Cl.O, predict the reaction product. The product is: [Cl:18][C:19]1[CH:26]=[C:25]([Cl:27])[CH:24]=[CH:23][C:20]=1[CH2:21][N:6]1[CH:7]=[C:8]([CH2:9][CH2:10][C:11]([O:13][CH2:14][CH3:15])=[O:12])[C:4]([O:3][CH2:1][CH3:2])=[N:5]1. (2) Given the reactants [CH3:1][O:2][C:3]1[C:7]2[CH:8]=[C:9]([C:13]#[C:14][CH2:15][CH2:16][N:17]3[CH2:21][CH2:20][O:19][C:18]3=[O:22])[CH:10]=[C:11]([CH3:12])[C:6]=2[O:5][N:4]=1.[CH2:23]([SnH:27]([CH2:32][CH2:33][CH2:34][CH3:35])[CH2:28][CH2:29][CH2:30][CH3:31])[CH2:24][CH2:25][CH3:26], predict the reaction product. The product is: [CH3:1][O:2][C:3]1[C:7]2[CH:8]=[C:9]([C:13]([Sn:27]([CH2:28][CH2:29][CH2:30][CH3:31])([CH2:32][CH2:33][CH2:34][CH3:35])[CH2:23][CH2:24][CH2:25][CH3:26])=[CH:14][CH2:15][CH2:16][N:17]3[CH2:21][CH2:20][O:19][C:18]3=[O:22])[CH:10]=[C:11]([CH3:12])[C:6]=2[O:5][N:4]=1.